Task: Regression. Given two drug SMILES strings and cell line genomic features, predict the synergy score measuring deviation from expected non-interaction effect.. Dataset: NCI-60 drug combinations with 297,098 pairs across 59 cell lines (1) Drug 1: CCN(CC)CCCC(C)NC1=C2C=C(C=CC2=NC3=C1C=CC(=C3)Cl)OC. Drug 2: C1CCC(C(C1)N)N.C(=O)(C(=O)[O-])[O-].[Pt+4]. Cell line: HS 578T. Synergy scores: CSS=22.6, Synergy_ZIP=-2.24, Synergy_Bliss=-0.401, Synergy_Loewe=1.95, Synergy_HSA=2.68. (2) Drug 1: CC(C)CN1C=NC2=C1C3=CC=CC=C3N=C2N. Drug 2: C(CN)CNCCSP(=O)(O)O. Cell line: SK-MEL-28. Synergy scores: CSS=0.914, Synergy_ZIP=-1.16, Synergy_Bliss=-3.32, Synergy_Loewe=-1.59, Synergy_HSA=-2.84. (3) Drug 1: C1=CN(C(=O)N=C1N)C2C(C(C(O2)CO)O)O.Cl. Drug 2: C(CCl)NC(=O)N(CCCl)N=O. Cell line: UACC-257. Synergy scores: CSS=5.88, Synergy_ZIP=-3.97, Synergy_Bliss=-0.618, Synergy_Loewe=-0.554, Synergy_HSA=0.401.